This data is from Reaction yield outcomes from USPTO patents with 853,638 reactions. The task is: Predict the reaction yield, written as a fraction of the theoretical maximum amount of product (1.0 means a 100% yield; for example, 0.34 means a 34% yield). (1) The reactants are [S:1]1[C:5]([C:6]2[CH:7]=[C:8](Br)[CH:9]=[C:10]3[C:14]=2[NH:13][N:12]=[CH:11]3)=[CH:4][C:3]2[CH:16]=[CH:17][CH:18]=[CH:19][C:2]1=2.[B:20]1([B:20]2[O:24][C:23]([CH3:26])([CH3:25])[C:22]([CH3:28])([CH3:27])[O:21]2)[O:24][C:23]([CH3:26])([CH3:25])[C:22]([CH3:28])([CH3:27])[O:21]1.CC([O-])=O.[K+]. The catalyst is CN(C=O)C.C(Cl)Cl.C1C=CC(P(C2C=CC=CC=2)[C-]2C=CC=C2)=CC=1.C1C=CC(P(C2C=CC=CC=2)[C-]2C=CC=C2)=CC=1.Cl[Pd]Cl.[Fe+2]. The product is [S:1]1[C:5]([C:6]2[CH:7]=[C:8]([B:20]3[O:24][C:23]([CH3:26])([CH3:25])[C:22]([CH3:28])([CH3:27])[O:21]3)[CH:9]=[C:10]3[C:14]=2[NH:13][N:12]=[CH:11]3)=[CH:4][C:3]2[CH:16]=[CH:17][CH:18]=[CH:19][C:2]1=2. The yield is 0.390. (2) The reactants are Cl.C([O:6][C:7](=[O:18])[CH2:8][C:9]1([CH2:16][NH2:17])[CH2:15][CH:14]2[CH:10]1[CH:11]=[CH:12][CH2:13]2)(C)(C)C. The catalyst is C(OCC)(=O)C. The product is [NH2:17][CH2:16][C:9]1([CH2:8][C:7]([OH:18])=[O:6])[CH2:15][CH:14]2[CH:10]1[CH:11]=[CH:12][CH2:13]2. The yield is 0.350. (3) The reactants are [Cl:1][C:2]1[CH:7]=[CH:6][CH:5]=[CH:4][C:3]=1[C:8]1[C:16]2[O:15][CH:14]([CH2:17][OH:18])[CH2:13][C:12]=2[CH:11]=[CH:10][C:9]=1[F:19].[C:20]1([CH3:30])[CH:25]=[CH:24][C:23]([S:26](Cl)(=[O:28])=[O:27])=[CH:22][CH:21]=1.CC1C=CC(S(OCC2CC3C(C(F)(F)F)=CC=C(Cl)C=3O2)(=O)=O)=CC=1. No catalyst specified. The product is [CH3:30][C:20]1[CH:25]=[CH:24][C:23]([S:26]([O:18][CH2:17][CH:14]2[CH2:13][C:12]3[CH:11]=[CH:10][C:9]([F:19])=[C:8]([C:3]4[CH:4]=[CH:5][CH:6]=[CH:7][C:2]=4[Cl:1])[C:16]=3[O:15]2)(=[O:28])=[O:27])=[CH:22][CH:21]=1. The yield is 0.820. (4) The reactants are C(N(CC)CC)C.Cl.[Cl:9][CH2:10][CH2:11][NH:12][CH2:13][CH2:14][Cl:15].[CH3:16][S:17](Cl)(=[O:19])=[O:18].O. The catalyst is ClCCl. The product is [Cl:9][CH2:10][CH2:11][N:12]([CH2:13][CH2:14][Cl:15])[S:17]([CH3:16])(=[O:19])=[O:18]. The yield is 0.940. (5) The reactants are [CH3:1][N:2]1[CH2:7][CH2:6][NH:5][CH2:4][CH2:3]1.[Cl:8][C:9]1[CH:10]=[C:11]([CH:14]=[CH:15][C:16]=1[N+:17]([O-:19])=[O:18])[CH:12]=O.C(O)(=O)C.C(O[BH-](OC(=O)C)OC(=O)C)(=O)C.[Na+]. The catalyst is C1(C)C=CC=CC=1. The product is [Cl:8][C:9]1[CH:10]=[C:11]([CH2:12][N:5]2[CH2:6][CH2:7][N:2]([CH3:1])[CH2:3][CH2:4]2)[CH:14]=[CH:15][C:16]=1[N+:17]([O-:19])=[O:18]. The yield is 0.710. (6) The reactants are Cl.C([N:9]1[CH2:13][CH2:12][C@@H:11]([C:14]([C:27]#[N:28])([C:21]2[CH:26]=[CH:25][CH:24]=[CH:23][CH:22]=2)[C:15]2[CH:20]=[CH:19][CH:18]=[CH:17][CH:16]=2)[CH2:10]1)C1C=CC=CC=1.C([O-])=O.[NH4+].O. The catalyst is CO.[Pd]. The product is [C:27]([C:14]([C@@H:11]1[CH2:12][CH2:13][NH:9][CH2:10]1)([C:21]1[CH:22]=[CH:23][CH:24]=[CH:25][CH:26]=1)[C:15]1[CH:20]=[CH:19][CH:18]=[CH:17][CH:16]=1)#[N:28]. The yield is 0.997. (7) The reactants are O.C1O[C:5]2([CH2:10][CH2:9][CH:8]([C:11]3[CH:12]=[N:13][CH:14]=[CH:15][CH:16]=3)[CH2:7][CH2:6]2)[O:4]C1.C([O-])(O)=O.[Na+].[OH-].[Na+]. The catalyst is C(C(O)=O)(F)(F)F. The product is [N:13]1[CH:14]=[CH:15][CH:16]=[C:11]([CH:8]2[CH2:7][CH2:6][C:5](=[O:4])[CH2:10][CH2:9]2)[CH:12]=1. The yield is 0.840.